Dataset: Peptide-MHC class II binding affinity with 134,281 pairs from IEDB. Task: Regression. Given a peptide amino acid sequence and an MHC pseudo amino acid sequence, predict their binding affinity value. This is MHC class II binding data. (1) The peptide sequence is IGYGKATLECQVQTA. The MHC is DRB1_0301 with pseudo-sequence DRB1_0301. The binding affinity (normalized) is 0.231. (2) The peptide sequence is YPWDRIEEVTRMAMT. The MHC is HLA-DQA10201-DQB10303 with pseudo-sequence HLA-DQA10201-DQB10303. The binding affinity (normalized) is 0.387. (3) The peptide sequence is MPNMLRIMASLVLAR. The MHC is DRB1_0101 with pseudo-sequence DRB1_0101. The binding affinity (normalized) is 1.00. (4) The peptide sequence is AFKVAATAANAAPRN. The MHC is HLA-DPA10201-DPB11401 with pseudo-sequence HLA-DPA10201-DPB11401. The binding affinity (normalized) is 0.878. (5) The peptide sequence is EPFPKRVWEQIFSTW. The MHC is DRB3_0202 with pseudo-sequence DRB3_0202. The binding affinity (normalized) is 0.135. (6) The binding affinity (normalized) is 0.857. The peptide sequence is KVLHHMVKISGG. The MHC is DRB1_1101 with pseudo-sequence DRB1_1101. (7) The peptide sequence is AFKVKATAANAAPAN. The MHC is DRB1_1001 with pseudo-sequence DRB1_1001. The binding affinity (normalized) is 0.684. (8) The peptide sequence is AVPWYAVAFNAIVAA. The MHC is DRB1_0901 with pseudo-sequence DRB1_0901. The binding affinity (normalized) is 0.770. (9) The peptide sequence is FEQITFMQALQLLLE. The MHC is DRB1_0301 with pseudo-sequence DRB1_0301. The binding affinity (normalized) is 0.222.